This data is from Full USPTO retrosynthesis dataset with 1.9M reactions from patents (1976-2016). The task is: Predict the reactants needed to synthesize the given product. (1) Given the product [CH2:11]([O:10][C:8](=[O:9])[C:7]([NH:13][C:14]([O:16][C:17]([CH3:19])([CH3:18])[CH3:20])=[O:15])([CH2:24][C:25]1[CH:30]=[CH:29][CH:28]=[CH:27][N:26]=1)[C:6]([O:5][CH2:3][CH3:4])=[O:21])[CH3:12], predict the reactants needed to synthesize it. The reactants are: [H-].[Na+].[CH2:3]([O:5][C:6](=[O:21])[CH:7]([NH:13][C:14]([O:16][C:17]([CH3:20])([CH3:19])[CH3:18])=[O:15])[C:8]([O:10][CH2:11][CH3:12])=[O:9])[CH3:4].Cl.Cl[CH2:24][C:25]1[CH:30]=[CH:29][CH:28]=[CH:27][N:26]=1. (2) Given the product [Br:7][C:8]1[CH:16]=[C:15]([F:17])[CH:14]=[C:13]2[C:9]=1[C:10]([S:23][C:24]1[CH:29]=[CH:28][C:27]([Cl:30])=[CH:26][CH:25]=1)=[C:11]1[C:21]([CH2:2][C:3]([O:5][CH3:6])=[O:4])([OH:22])[CH2:20][CH2:19][CH2:18][N:12]12, predict the reactants needed to synthesize it. The reactants are: Br[CH2:2][C:3]([O:5][CH3:6])=[O:4].[Br:7][C:8]1[CH:16]=[C:15]([F:17])[CH:14]=[C:13]2[C:9]=1[C:10]([S:23][C:24]1[CH:29]=[CH:28][C:27]([Cl:30])=[CH:26][CH:25]=1)=[C:11]1[C:21](=[O:22])[CH2:20][CH2:19][CH2:18][N:12]12.[NH4+].[Cl-]. (3) Given the product [CH2:26]([S:25][C:17]1[C:18]([O:22][CH2:23][CH3:24])=[CH:19][CH:20]=[C:21]2[C:16]=1[CH:15]=[CH:14][N:13]=[CH:12]2)[CH2:27][CH3:28], predict the reactants needed to synthesize it. The reactants are: C1C2C(=CC=CC=2)C=CN=1.Cl[C:12]1[C:21]2[C:16](=[C:17]([S:25][CH2:26][CH2:27][CH3:28])[C:18]([O:22][CH2:23][CH3:24])=[CH:19][CH:20]=2)[CH:15]=[CH:14][N:13]=1. (4) Given the product [OH:8][NH:9][C:10]([C:12]1[CH:17]=[N:16][C:15]([N:18]2[CH2:19][CH:20]3[CH:22]([CH:21]3[N:24]([S:33]([C:36]3[CH:45]=[CH:44][C:43]4[C:38](=[CH:39][CH:40]=[CH:41][CH:42]=4)[CH:37]=3)(=[O:35])=[O:34])[CH2:25][CH2:26][N:27]3[CH2:31][CH2:30][CH2:29][C:28]3=[O:32])[CH2:23]2)=[N:14][CH:13]=1)=[O:11], predict the reactants needed to synthesize it. The reactants are: C(OC([O:8][NH:9][C:10]([C:12]1[CH:13]=[N:14][C:15]([N:18]2[CH2:23][CH:22]3[CH:20]([CH:21]3[N:24]([S:33]([C:36]3[CH:45]=[CH:44][C:43]4[C:38](=[CH:39][CH:40]=[CH:41][CH:42]=4)[CH:37]=3)(=[O:35])=[O:34])[CH2:25][CH2:26][N:27]3[CH2:31][CH2:30][CH2:29][C:28]3=[O:32])[CH2:19]2)=[N:16][CH:17]=1)=[O:11])C)C(C)C.C(O)(C(F)(F)F)=O.C(Cl)Cl. (5) Given the product [CH3:12][C:13]1[C:14]([CH2:20][NH:11][C@@H:9]2[C:10]3[N:1]=[CH:2][CH:3]=[CH:4][C:5]=3[CH2:6][CH2:7][CH2:8]2)=[N:15][CH:16]=[C:17]([CH3:19])[CH:18]=1, predict the reactants needed to synthesize it. The reactants are: [N:1]1[C:10]2[C@@H:9]([NH2:11])[CH2:8][CH2:7][CH2:6][C:5]=2[CH:4]=[CH:3][CH:2]=1.[CH3:12][C:13]1[C:14]([CH:20]=O)=[N:15][CH:16]=[C:17]([CH3:19])[CH:18]=1.[BH-](OC(C)=O)(OC(C)=O)OC(C)=O.[Na+].